Dataset: Full USPTO retrosynthesis dataset with 1.9M reactions from patents (1976-2016). Task: Predict the reactants needed to synthesize the given product. (1) Given the product [CH3:18][C:19]1[NH:1][C:4]2=[C:5]([C:10]3[CH:15]=[CH:14][C:13]([CH:16]=[CH2:17])=[CH:12][CH:11]=3)[N:6]=[CH:7][CH:8]=[C:9]2[C:20]=1[CH3:21], predict the reactants needed to synthesize it. The reactants are: [N+:1]([C:4]1[C:5]([C:10]2[CH:15]=[CH:14][C:13]([CH:16]=[CH2:17])=[CH:12][CH:11]=2)=[N:6][CH:7]=[CH:8][CH:9]=1)([O-])=O.[CH3:18][C:19]([Mg]Br)=[CH:20][CH3:21].[Cl-].[NH4+]. (2) The reactants are: [NH:1]1[C:9]2[C:4](=[CH:5][CH:6]=[CH:7][CH:8]=2)[C:3]([CH:10]=[CH:11][C:12]([OH:14])=O)=[CH:2]1.C(N1C=CN=C1)([N:17]1[CH:21]=[CH:20]N=C1)=O.[Cl:27][C:28]1[CH:29]=[C:30]2[C:39](=[CH:40][CH:41]=1)[C:38]([NH:42][CH2:43][CH2:44][CH2:45][CH2:46]C(N)C)=[C:37]1[C:32]([CH2:33][CH2:34][CH2:35][CH2:36]1)=[N:31]2. Given the product [Cl:27][C:28]1[CH:29]=[C:30]2[C:39](=[CH:40][CH:41]=1)[C:38]([NH:42][CH2:43][CH2:44][CH2:45][CH2:46][CH2:20][CH2:21][NH:17][C:12](=[O:14])[CH:11]=[CH:10][C:3]1[C:4]3[C:9](=[CH:8][CH:7]=[CH:6][CH:5]=3)[NH:1][CH:2]=1)=[C:37]1[C:32]([CH2:33][CH2:34][CH2:35][CH2:36]1)=[N:31]2, predict the reactants needed to synthesize it. (3) Given the product [CH2:1]1[O:17][C:16]2[CH:15]=[CH:14][C:5]([CH2:6][N:7]3[CH2:12][CH2:11][C:10](=[N:19][OH:20])[CH2:9][CH2:8]3)=[CH:4][C:3]=2[O:2]1, predict the reactants needed to synthesize it. The reactants are: [CH2:1]1[O:17][C:16]2[CH:15]=[CH:14][C:5]([CH2:6][N:7]3[CH2:12][CH2:11][C:10](=O)[CH2:9][CH2:8]3)=[CH:4][C:3]=2[O:2]1.Cl.[NH2:19][OH:20]. (4) Given the product [F:20][C:21]1[CH:29]=[CH:28][C:24]([C:25]([N:12]([C:10]2[S:11][C:7]3[C:6]([C:14]4[CH:19]=[CH:18][CH:17]=[CH:16][CH:15]=4)=[CH:5][CH:4]=[C:3]([O:2][CH3:1])[C:8]=3[N:9]=2)[CH3:13])=[O:26])=[CH:23][CH:22]=1, predict the reactants needed to synthesize it. The reactants are: [CH3:1][O:2][C:3]1[C:8]2[N:9]=[C:10]([NH:12][CH3:13])[S:11][C:7]=2[C:6]([C:14]2[CH:19]=[CH:18][CH:17]=[CH:16][CH:15]=2)=[CH:5][CH:4]=1.[F:20][C:21]1[CH:29]=[CH:28][C:24]([C:25](Cl)=[O:26])=[CH:23][CH:22]=1. (5) Given the product [Cl:1][C:2]1[CH:7]=[CH:6][C:5]([CH:8]([C:20]2[CH:21]=[CH:22][C:23]([C:24]([NH:30][CH2:31][C@@H:32]([OH:35])[CH2:33][OH:34])=[O:26])=[CH:27][CH:28]=2)[CH2:9][C:10]([C:12]2[CH:17]=[CH:16][C:15](=[O:18])[N:14]([CH3:19])[CH:13]=2)=[O:11])=[C:4]([CH3:29])[CH:3]=1, predict the reactants needed to synthesize it. The reactants are: [Cl:1][C:2]1[CH:7]=[CH:6][C:5]([CH:8]([C:20]2[CH:28]=[CH:27][C:23]([C:24]([OH:26])=O)=[CH:22][CH:21]=2)[CH2:9][C:10]([C:12]2[CH:17]=[CH:16][C:15](=[O:18])[N:14]([CH3:19])[CH:13]=2)=[O:11])=[C:4]([CH3:29])[CH:3]=1.[NH2:30][CH2:31][C@@H:32]([OH:35])[CH2:33][OH:34].F[P-](F)(F)(F)(F)F.N1(O[P+](N(C)C)(N(C)C)N(C)C)C2C=CC=CC=2N=N1.